Dataset: Full USPTO retrosynthesis dataset with 1.9M reactions from patents (1976-2016). Task: Predict the reactants needed to synthesize the given product. (1) Given the product [N+:8]([C:5]1[CH:6]=[CH:7][C:2]([N:20]2[CH2:21][CH2:22][CH:17]([C:11]3[CH:16]=[CH:15][CH:14]=[CH:13][CH:12]=3)[CH2:18][CH2:19]2)=[CH:3][CH:4]=1)([O-:10])=[O:9], predict the reactants needed to synthesize it. The reactants are: F[C:2]1[CH:7]=[CH:6][C:5]([N+:8]([O-:10])=[O:9])=[CH:4][CH:3]=1.[C:11]1([CH:17]2[CH2:22][CH2:21][NH:20][CH2:19][CH2:18]2)[CH:16]=[CH:15][CH:14]=[CH:13][CH:12]=1.C(=O)([O-])[O-].[K+].[K+].[Al]. (2) Given the product [Cl:29][C:19]1[C:10]([O:9][C@H:6]2[CH2:7][CH2:8][C@@H:3]([CH2:1][CH3:2])[CH2:4][CH2:5]2)=[CH:11][CH:12]=[C:13]2[C:18]=1[CH:17]=[C:16]([CH:20]=[O:21])[CH:15]=[CH:14]2, predict the reactants needed to synthesize it. The reactants are: [CH2:1]([C@@H:3]1[CH2:8][CH2:7][C@H:6]([O:9][C:10]2[CH:19]=[C:18]3[C:13]([CH:14]=[CH:15][C:16]([CH:20]=[O:21])=[CH:17]3)=[CH:12][CH:11]=2)[CH2:5][CH2:4]1)[CH3:2].C1C(=O)N([Cl:29])C(=O)C1.C(O)(C(F)(F)F)=O. (3) Given the product [C:1]([O:5][C:6](=[O:31])[NH:7][C@@H:8]([CH2:21][C:22]1[CH:23]=[CH:24][C:25]([N+:28]([O-:30])=[O:29])=[CH:26][CH:27]=1)[CH2:9][CH:11]1[C:12](=[O:20])[O:13][C:14]([CH3:18])([CH3:19])[O:15][C:16]1=[O:17])([CH3:2])([CH3:3])[CH3:4], predict the reactants needed to synthesize it. The reactants are: [C:1]([O:5][C:6](=[O:31])[NH:7][C@@H:8]([CH2:21][C:22]1[CH:27]=[CH:26][C:25]([N+:28]([O-:30])=[O:29])=[CH:24][CH:23]=1)[C:9](=[C:11]1[C:16](=[O:17])[O:15][C:14]([CH3:19])([CH3:18])[O:13][C:12]1=[O:20])O)([CH3:4])([CH3:3])[CH3:2].C(O)(=O)C.[BH4-].[Na+]. (4) Given the product [NH2:4][C:5]1[CH:14]=[CH:13][C:8]([C:9]([OH:11])=[O:10])=[CH:7][C:6]=1[C:15]([OH:17])=[O:16], predict the reactants needed to synthesize it. The reactants are: O[Li].O.[NH2:4][C:5]1[CH:14]=[CH:13][C:8]([C:9]([O:11]C)=[O:10])=[CH:7][C:6]=1[C:15]([O-:17])=[O:16].Cl.